This data is from Retrosynthesis with 50K atom-mapped reactions and 10 reaction types from USPTO. The task is: Predict the reactants needed to synthesize the given product. (1) Given the product COC(=O)C(CSCc1ccccc1)N=[N+]=[N-], predict the reactants needed to synthesize it. The reactants are: COC(=O)C(Cl)CSCc1ccccc1.[N-]=[N+]=[N-]. (2) Given the product CCC(CC)C(c1ccc(NC(=S)Nc2nc3ccccc3s2)cc1)n1ccnc1, predict the reactants needed to synthesize it. The reactants are: CCC(CC)C(c1ccc(N=C=S)cc1)n1ccnc1.Nc1nc2ccccc2s1. (3) Given the product COc1cc(Br)ccc1OCc1ccccc1F, predict the reactants needed to synthesize it. The reactants are: COc1cc(Br)ccc1O.Fc1ccccc1CBr. (4) Given the product N#Cc1ccc2[nH]nc(-c3ccc4cc(OCCN5CCCC5)ccc4c3)c2c1, predict the reactants needed to synthesize it. The reactants are: N#Cc1ccc2c(c1)c(-c1ccc3cc(OCCN4CCCC4)ccc3c1)nn2C1CCCCO1. (5) Given the product COc1ccc(N)cc1S(=O)(=O)N1CCC(N2CCC(C)CC2)CC1, predict the reactants needed to synthesize it. The reactants are: COc1ccc(NC(=O)OCc2ccccc2)cc1S(=O)(=O)N1CCC(N2CCC(C)CC2)CC1. (6) Given the product COC(=O)C(CNC(=O)CCC(N)C(=O)N1CCCC1C#N)NC(=O)C(CSC(C)=O)Cc1ccccc1, predict the reactants needed to synthesize it. The reactants are: COC(=O)C(CNC(=O)CCC(NC(=O)OC(C)(C)C)C(=O)N1CCCC1C#N)NC(=O)C(CSC(C)=O)Cc1ccccc1. (7) Given the product CC(=O)C(CC(C)C)C(=O)Nc1ccc(C(C)C)cc1, predict the reactants needed to synthesize it. The reactants are: CC(C)CC(C(=O)Nc1ccc(C(C)C)cc1)C1(C)OCCO1.